Task: Predict the product of the given reaction.. Dataset: Forward reaction prediction with 1.9M reactions from USPTO patents (1976-2016) (1) Given the reactants [CH2:1]([NH2:5])[CH:2]([NH2:4])[CH3:3].O.[C:7]1([C:13]([CH:15]=O)=O)[CH:12]=[CH:11][CH:10]=[CH:9][CH:8]=1.[OH-].[K+], predict the reaction product. The product is: [CH3:3][C:2]1[CH:1]=[N:5][C:13]([C:7]2[CH:12]=[CH:11][CH:10]=[CH:9][CH:8]=2)=[CH:15][N:4]=1. (2) Given the reactants [Br:1][C:2]1[CH:3]=[N:4][C:5]([C:8](Cl)=[O:9])=[N:6][CH:7]=1.[CH3:11][NH:12][CH3:13], predict the reaction product. The product is: [Br:1][C:2]1[CH:3]=[N:4][C:5]([C:8]([N:12]([CH3:13])[CH3:11])=[O:9])=[N:6][CH:7]=1.